This data is from Forward reaction prediction with 1.9M reactions from USPTO patents (1976-2016). The task is: Predict the product of the given reaction. (1) The product is: [C:1]1([C:7]2[O:11][N:10]=[C:9]([C:12]3[O:16][N:15]=[C:14]4[C:17]5[C:22]([CH2:23][CH2:24][C:13]=34)=[CH:21][C:20]([CH:25]=[O:35])=[CH:19][CH:18]=5)[C:8]=2[C:27]([F:28])([F:30])[F:29])[CH:6]=[CH:5][CH:4]=[CH:3][CH:2]=1. Given the reactants [C:1]1([C:7]2[O:11][N:10]=[C:9]([C:12]3[O:16][N:15]=[C:14]4[C:17]5[C:22]([CH2:23][CH2:24][C:13]=34)=[CH:21][C:20]([CH:25]=C)=[CH:19][CH:18]=5)[C:8]=2[C:27]([F:30])([F:29])[F:28])[CH:6]=[CH:5][CH:4]=[CH:3][CH:2]=1.C[N+]1([O-])CC[O:35]CC1.I([O-])(=O)(=O)=O.[Na+], predict the reaction product. (2) Given the reactants C([O:5][C:6](=[O:40])[CH2:7][C:8]1([C:33]([O:35]C(C)(C)C)=[O:34])[O:12][N:11]=[C:10]([C:13]2[CH:18]=[C:17]([CH3:19])[CH:16]=[C:15]([O:20][C:21](=[O:32])[C:22]3[CH:27]=[CH:26][C:25]([NH:28][C:29]([NH2:31])=[NH:30])=[CH:24][CH:23]=3)[CH:14]=2)[CH2:9]1)(C)(C)C.[C:41]([OH:47])([C:43]([F:46])([F:45])[F:44])=[O:42], predict the reaction product. The product is: [F:44][C:43]([F:46])([F:45])[C:41]([OH:47])=[O:42].[NH:28]([C:25]1[CH:24]=[CH:23][C:22]([C:21]([O:20][C:15]2[CH:14]=[C:13]([C:10]3[CH2:9][C:8]([CH2:7][C:6]([OH:40])=[O:5])([C:33]([OH:35])=[O:34])[O:12][N:11]=3)[CH:18]=[C:17]([CH3:19])[CH:16]=2)=[O:32])=[CH:27][CH:26]=1)[C:29]([NH2:31])=[NH:30]. (3) Given the reactants Cl[C:2]1[CH:11]=[CH:10][C:9]2[C:4](=[CH:5][CH:6]=[C:7]([N+:12]([O-:14])=[O:13])[CH:8]=2)[N:3]=1.[F:15][C:16]1[CH:17]=[C:18]2[C:22](=[CH:23][CH:24]=1)[CH:21]([NH2:25])[CH2:20][CH2:19]2, predict the reaction product. The product is: [F:15][C:16]1[CH:17]=[C:18]2[C:22](=[CH:23][CH:24]=1)[CH:21]([NH:25][C:2]1[CH:11]=[CH:10][C:9]3[C:4](=[CH:5][CH:6]=[C:7]([N+:12]([O-:14])=[O:13])[CH:8]=3)[N:3]=1)[CH2:20][CH2:19]2. (4) Given the reactants [Cl:1][C:2]1[C:3]([N:8]2[CH2:17][CH2:16][C:15]3[C:14](=O)[NH:13][CH:12]=[N:11][C:10]=3[CH2:9]2)=[N:4][CH:5]=[CH:6][CH:7]=1.O=P(Cl)(Cl)[Cl:21].CN(C)C1C=CC=CC=1.C([O-])(O)=O.[Na+], predict the reaction product. The product is: [Cl:21][C:14]1[C:15]2[CH2:16][CH2:17][N:8]([C:3]3[C:2]([Cl:1])=[CH:7][CH:6]=[CH:5][N:4]=3)[CH2:9][C:10]=2[N:11]=[CH:12][N:13]=1.